Predict the reaction yield, written as a fraction of the theoretical maximum amount of product (1.0 means a 100% yield; for example, 0.34 means a 34% yield). From a dataset of Reaction yield outcomes from USPTO patents with 853,638 reactions. (1) The reactants are [C:1]([O:5][C:6](=[O:14])[NH:7][CH2:8][CH2:9][CH2:10][CH2:11][CH2:12][NH2:13])([CH3:4])([CH3:3])[CH3:2].[CH2:15](Br)[C:16]1[CH:21]=[CH:20][CH:19]=[CH:18][CH:17]=1.C(=O)([O-])[O-].[Na+].[Na+]. The yield is 0.490. The catalyst is ClCCl. The product is [C:1]([O:5][C:6](=[O:14])[NH:7][CH2:8][CH2:9][CH2:10][CH2:11][CH2:12][N:13]([CH2:15][C:16]1[CH:21]=[CH:20][CH:19]=[CH:18][CH:17]=1)[CH2:15][C:16]1[CH:21]=[CH:20][CH:19]=[CH:18][CH:17]=1)([CH3:4])([CH3:2])[CH3:3]. (2) The reactants are [CH2:1]([O:8][C:9]1[C:16]([F:17])=[CH:15][C:12]([CH:13]=O)=[CH:11][C:10]=1[F:18])[C:2]1[CH:7]=[CH:6][CH:5]=[CH:4][CH:3]=1.[C:19]([CH:24]=P(C1C=CC=CC=1)(C1C=CC=CC=1)C1C=CC=CC=1)([O:21][CH2:22][CH3:23])=[O:20]. The catalyst is C1COCC1. The product is [CH2:22]([O:21][C:19](=[O:20])/[CH:24]=[CH:13]/[C:12]1[CH:15]=[C:16]([F:17])[C:9]([O:8][CH2:1][C:2]2[CH:7]=[CH:6][CH:5]=[CH:4][CH:3]=2)=[C:10]([F:18])[CH:11]=1)[CH3:23]. The yield is 0.780. (3) The reactants are [NH:1]1[CH:5]=[C:4]([C:6]2[C:7]([NH2:12])=[N:8][CH:9]=[CH:10][CH:11]=2)[CH:3]=[N:2]1.[H-].[Na+].[CH2:15]([O:22][C:23]1[CH:28]=[CH:27][C:26]([CH2:29]Cl)=[CH:25][N:24]=1)[C:16]1[CH:21]=[CH:20][CH:19]=[CH:18][CH:17]=1. The catalyst is CN(C)C=O. The product is [CH2:15]([O:22][C:23]1[N:24]=[CH:25][C:26]([CH2:29][N:1]2[CH:5]=[C:4]([C:6]3[C:7]([NH2:12])=[N:8][CH:9]=[CH:10][CH:11]=3)[CH:3]=[N:2]2)=[CH:27][CH:28]=1)[C:16]1[CH:17]=[CH:18][CH:19]=[CH:20][CH:21]=1. The yield is 0.701. (4) The reactants are [F:1][C:2]([F:28])([F:27])[C:3]1[CH:22]=[C:21]([C:23]([F:26])([F:25])[F:24])[CH:20]=[CH:19][C:4]=1[CH2:5][O:6][C:7]1[CH:14]=[CH:13][C:10]([CH:11]=O)=[CH:9][C:8]=1[C:15]([F:18])([F:17])[F:16].[CH3:29][NH:30][C:31]1[CH2:35][S:34][C:33](=[O:36])[N:32]=1.CC(C)([O-])C.[K+].O. The catalyst is C(O)C. The product is [F:1][C:2]([F:27])([F:28])[C:3]1[CH:22]=[C:21]([C:23]([F:25])([F:26])[F:24])[CH:20]=[CH:19][C:4]=1[CH2:5][O:6][C:7]1[CH:14]=[CH:13][C:10](/[CH:11]=[C:35]2/[C:31]([NH:30][CH3:29])=[N:32][C:33](=[O:36])[S:34]/2)=[CH:9][C:8]=1[C:15]([F:16])([F:17])[F:18]. The yield is 0.0600. (5) The reactants are CCN(S(F)(F)[F:7])CC.[F:10][C:11]1[CH:12]=[C:13]([CH2:27][NH:28][C:29]([C@@H:31]2[C@H:35](O)[CH2:34][CH2:33][N:32]2[C:37]([O:39][C:40]([CH3:43])([CH3:42])[CH3:41])=[O:38])=[O:30])[CH:14]=[C:15]([C:17]2[CH:22]=[N:21][C:20]([C:23]([F:26])([F:25])[F:24])=[CH:19][N:18]=2)[CH:16]=1. The catalyst is ClCCl. The product is [F:7][C@H:35]1[CH2:34][CH2:33][N:32]([C:37]([O:39][C:40]([CH3:43])([CH3:42])[CH3:41])=[O:38])[C@@H:31]1[C:29](=[O:30])[NH:28][CH2:27][C:13]1[CH:14]=[C:15]([C:17]2[CH:22]=[N:21][C:20]([C:23]([F:24])([F:26])[F:25])=[CH:19][N:18]=2)[CH:16]=[C:11]([F:10])[CH:12]=1. The yield is 0.500. (6) The yield is 0.0240. The catalyst is O1CCCC1. The product is [CH3:39][N:36]1[CH2:37][CH2:38][CH:33]([O:32][C:41]2[CH:42]=[N:43][CH:44]=[CH:45][CH:46]=2)[CH2:34][CH2:35]1. The reactants are N(C(OCC)=O)=NC(OCC)=O.C1(P(C2C=CC=CC=2)C2C=CC=CC=2)C=CC=CC=1.[OH:32][CH:33]1[CH2:38][CH2:37][N:36]([CH3:39])[CH2:35][CH2:34]1.O[C:41]1[CH:42]=[N:43][CH:44]=[CH:45][CH:46]=1. (7) The reactants are [NH2:1][C:2]1[CH:7]=[CH:6][C:5]([CH:8]2[N:12]([C:13]3[CH:18]=[CH:17][C:16]([F:19])=[CH:15][CH:14]=3)[CH:11]([C:20]3[CH:25]=[CH:24][C:23]([C:26]4[N:27]=[C:28]([C@@H:31]5[CH2:35][CH2:34][CH2:33][N:32]5[C:36]([O:38][C:39]([CH3:42])([CH3:41])[CH3:40])=[O:37])[NH:29][CH:30]=4)=[CH:22][CH:21]=3)[CH2:10][CH2:9]2)=[CH:4][CH:3]=1.[C:43]([O:47][C:48]([N:50]1[CH2:54][CH2:53][CH2:52][C@H:51]1[C:55](O)=[O:56])=[O:49])([CH3:46])([CH3:45])[CH3:44].CN(C(ON1N=NC2C=CC=NC1=2)=[N+](C)C)C.F[P-](F)(F)(F)(F)F.CCN(C(C)C)C(C)C.C(=O)([O-])[O-].[K+].[K+]. The catalyst is CS(C)=O.ClCCl. The product is [C:39]([O:38][C:36]([N:32]1[CH2:33][CH2:34][CH2:35][C@H:31]1[C:28]1[NH:29][CH:30]=[C:26]([C:23]2[CH:24]=[CH:25][C:20]([CH:11]3[N:12]([C:13]4[CH:14]=[CH:15][C:16]([F:19])=[CH:17][CH:18]=4)[CH:8]([C:5]4[CH:6]=[CH:7][C:2]([NH:1][C:55]([C@@H:51]5[CH2:52][CH2:53][CH2:54][N:50]5[C:48]([O:47][C:43]([CH3:46])([CH3:45])[CH3:44])=[O:49])=[O:56])=[CH:3][CH:4]=4)[CH2:9][CH2:10]3)=[CH:21][CH:22]=2)[N:27]=1)=[O:37])([CH3:42])([CH3:41])[CH3:40]. The yield is 0.910. (8) The reactants are [NH2:1][C:2]1[O:6][N:5]=[C:4]([C:7]2[CH:12]=[CH:11][CH:10]=[C:9]([F:13])[CH:8]=2)[C:3]=1[C:14]([OH:16])=O.Cl.C(N=C=NCCCN(C)C)C.[F:29][C:30]1[CH:35]=[CH:34][CH:33]=[CH:32][C:31]=1[N:36]1[CH2:41][CH2:40][NH:39][CH2:38][CH2:37]1. The catalyst is ClCCl. The product is [NH2:1][C:2]1[O:6][N:5]=[C:4]([C:7]2[CH:12]=[CH:11][CH:10]=[C:9]([F:13])[CH:8]=2)[C:3]=1[C:14]([N:39]1[CH2:38][CH2:37][N:36]([C:31]2[CH:32]=[CH:33][CH:34]=[CH:35][C:30]=2[F:29])[CH2:41][CH2:40]1)=[O:16]. The yield is 0.720.